This data is from Peptide-MHC class II binding affinity with 134,281 pairs from IEDB. The task is: Regression. Given a peptide amino acid sequence and an MHC pseudo amino acid sequence, predict their binding affinity value. This is MHC class II binding data. (1) The peptide sequence is DFNEFISFCNANPGL. The MHC is HLA-DQA10102-DQB10502 with pseudo-sequence HLA-DQA10102-DQB10502. The binding affinity (normalized) is 0.439. (2) The peptide sequence is LCNLIQKRTLSLLQY. The MHC is DRB1_0101 with pseudo-sequence DRB1_0101. The binding affinity (normalized) is 0.758. (3) The peptide sequence is CADILAIASRVLVTM. The MHC is DRB1_1101 with pseudo-sequence DRB1_1101. The binding affinity (normalized) is 0.391. (4) The peptide sequence is AAQFPFNASDSVGQQ. The MHC is DRB1_0901 with pseudo-sequence DRB1_0901. The binding affinity (normalized) is 0.393. (5) The peptide sequence is DKRLAAYLMLMRSPS. The MHC is HLA-DQA10102-DQB10602 with pseudo-sequence HLA-DQA10102-DQB10602. The binding affinity (normalized) is 0.766.